Dataset: Drug-induced liver injury (DILI) classification data. Task: Regression/Classification. Given a drug SMILES string, predict its toxicity properties. Task type varies by dataset: regression for continuous values (e.g., LD50, hERG inhibition percentage) or binary classification for toxic/non-toxic outcomes (e.g., AMES mutagenicity, cardiotoxicity, hepatotoxicity). Dataset: dili. (1) The compound is COc1cc2c(cc1OC)C(=O)C(CC1CCN(Cc3ccccc3)CC1)C2. The result is 0 (no liver injury). (2) The drug is CN(N=O)C(=O)NC1C(O)OC(CO)C(O)C1O. The result is 1 (causes liver injury). (3) The compound is Cc1oncc1C(=O)Nc1ccc(C(F)(F)F)cc1. The result is 1 (causes liver injury). (4) The drug is C=C1CCC2(O)C3Cc4ccc(O)c5c4C2(CCN3CC2CC2)C1O5. The result is 0 (no liver injury). (5) The drug is CC(COc1ccccc1)N(CCCl)Cc1ccccc1. The result is 0 (no liver injury).